This data is from Forward reaction prediction with 1.9M reactions from USPTO patents (1976-2016). The task is: Predict the product of the given reaction. (1) Given the reactants [Cl:1][C:2]1[CH:8]=[CH:7][C:6]([N+:9]([O-:11])=[O:10])=[CH:5][C:3]=1[NH2:4].[F:12][C:13]([F:24])([F:23])[C:14](O[C:14](=[O:15])[C:13]([F:24])([F:23])[F:12])=[O:15].C(N(CC)CC)C, predict the reaction product. The product is: [Cl:1][C:2]1[CH:8]=[CH:7][C:6]([N+:9]([O-:11])=[O:10])=[CH:5][C:3]=1[NH:4][C:14](=[O:15])[C:13]([F:24])([F:23])[F:12]. (2) Given the reactants [CH:1]1([N:6]2[C:11]3[N:12]=[C:13]([NH:17][C:18]4[CH:26]=[CH:25][C:21]([C:22](O)=[O:23])=[CH:20][CH:19]=4)[N:14]=[C:15]([CH3:16])[C:10]=3[CH:9]=[CH:8][C:7]2=[O:27])[CH2:5][CH2:4][CH2:3][CH2:2]1.[NH2:28][C:29]1[CH:30]=[C:31]([C:35]([O:37][CH3:38])=[O:36])[N:32]([CH3:34])[CH:33]=1, predict the reaction product. The product is: [CH:1]1([N:6]2[C:11]3[N:12]=[C:13]([NH:17][C:18]4[CH:19]=[CH:20][C:21]([C:22]([NH:28][C:29]5[CH:30]=[C:31]([C:35]([O:37][CH3:38])=[O:36])[N:32]([CH3:34])[CH:33]=5)=[O:23])=[CH:25][CH:26]=4)[N:14]=[C:15]([CH3:16])[C:10]=3[CH:9]=[CH:8][C:7]2=[O:27])[CH2:5][CH2:4][CH2:3][CH2:2]1. (3) Given the reactants CN(C=O)C.Br[CH2:7][CH2:8][CH2:9][CH2:10][O:11][C:12]1[CH:26]=[CH:25][C:15]([CH2:16][NH:17][CH2:18][CH2:19][N:20]2[CH2:24][CH2:23][CH2:22][CH2:21]2)=[CH:14][CH:13]=1.[NH:27]1[CH2:32][CH2:31][CH2:30][CH2:29][CH2:28]1, predict the reaction product. The product is: [N:27]1([CH2:7][CH2:8][CH2:9][CH2:10][O:11][C:12]2[CH:26]=[CH:25][C:15]([CH2:16][NH:17][CH2:18][CH2:19][N:20]3[CH2:24][CH2:23][CH2:22][CH2:21]3)=[CH:14][CH:13]=2)[CH2:32][CH2:31][CH2:30][CH2:29][CH2:28]1. (4) Given the reactants [CH3:1][N:2]1[C:6]([C:7]2[CH:15]=[CH:14][C:10]([C:11](O)=[O:12])=[CH:9][CH:8]=2)=[C:5]([NH:16][C:17]([O:19][C@@H:20]([C:22]2[CH:27]=[CH:26][CH:25]=[CH:24][CH:23]=2)[CH3:21])=[O:18])[C:4]([CH3:28])=[N:3]1.Cl.C[O:31][C:32](=[O:43])[C@H:33]([NH2:42])[CH2:34][C:35]1[CH:40]=[CH:39][C:38]([Cl:41])=[CH:37][CH:36]=1, predict the reaction product. The product is: [Cl:41][C:38]1[CH:39]=[CH:40][C:35]([CH2:34][C@@H:33]([NH:42][C:11](=[O:12])[C:10]2[CH:14]=[CH:15][C:7]([C:6]3[N:2]([CH3:1])[N:3]=[C:4]([CH3:28])[C:5]=3[NH:16][C:17]([O:19][C@@H:20]([C:22]3[CH:27]=[CH:26][CH:25]=[CH:24][CH:23]=3)[CH3:21])=[O:18])=[CH:8][CH:9]=2)[C:32]([OH:31])=[O:43])=[CH:36][CH:37]=1. (5) Given the reactants C(NC(C)C)(C)C.C([Li])CCC.[CH3:13][O:14][C:15]([CH:17]1[CH2:22][CH2:21][S:20][CH2:19][CH2:18]1)=[O:16].[CH:23](=[O:25])[CH3:24], predict the reaction product. The product is: [CH3:13][O:14][C:15]([C:17]1([CH:23]([OH:25])[CH3:24])[CH2:22][CH2:21][S:20][CH2:19][CH2:18]1)=[O:16].